The task is: Predict the reactants needed to synthesize the given product.. This data is from Full USPTO retrosynthesis dataset with 1.9M reactions from patents (1976-2016). (1) Given the product [CH2:14]([O:16]/[CH:17]=[C:10]1\[N:9]=[C:1]([C:2]2[CH:3]=[CH:4][CH:5]=[CH:6][CH:7]=2)[O:13][C:11]\1=[O:12])[CH3:15], predict the reactants needed to synthesize it. The reactants are: [C:1]([NH:9][CH2:10][C:11]([OH:13])=[O:12])(=O)[C:2]1[CH:7]=[CH:6][CH:5]=[CH:4][CH:3]=1.[CH2:14]([O:16][CH:17](OCC)OCC)[CH3:15].C(OC(=O)C)(=O)C. (2) Given the product [S:15]1[C:19]2[CH:20]=[CH:21][CH:22]=[CH:23][C:18]=2[N:17]=[C:16]1[NH:24][C:25]1[CH:30]=[CH:29][C:28]([O:31][C:2]2[C:7]([CH:8]3[CH2:13][CH2:12][C:11](=[O:14])[CH2:10][CH2:9]3)=[CH:6][CH:5]=[CH:4][N:3]=2)=[CH:27][CH:26]=1, predict the reactants needed to synthesize it. The reactants are: F[C:2]1[C:7]([CH:8]2[CH2:13][CH2:12][C:11](=[O:14])[CH2:10][CH2:9]2)=[CH:6][CH:5]=[CH:4][N:3]=1.[S:15]1[C:19]2[CH:20]=[CH:21][CH:22]=[CH:23][C:18]=2[N:17]=[C:16]1[NH:24][C:25]1[CH:30]=[CH:29][C:28]([OH:31])=[CH:27][CH:26]=1.C(=O)([O-])[O-].[Cs+].[Cs+]. (3) Given the product [C:37]([C:7]1[CH:2]=[C:3]([NH:8][C:9](=[S:35])[NH:10][C:11]2[CH:16]=[CH:15][C:14]([C:17]3[CH:25]=[C:24]4[C:20]([CH2:21][N:22]([C@@H:27]([CH:32]([CH3:34])[CH3:33])[C:28]([O:30][CH3:31])=[O:29])[C:23]4=[O:26])=[CH:19][CH:18]=3)=[CH:13][CH:12]=2)[CH:4]=[CH:5][CH:6]=1)#[N:36], predict the reactants needed to synthesize it. The reactants are: F[C:2]1[CH:7]=[CH:6][CH:5]=[CH:4][C:3]=1[NH:8][C:9](=[S:35])[NH:10][C:11]1[CH:16]=[CH:15][C:14]([C:17]2[CH:25]=[C:24]3[C:20]([CH2:21][N:22]([C@@H:27]([CH:32]([CH3:34])[CH3:33])[C:28]([O:30][CH3:31])=[O:29])[C:23]3=[O:26])=[CH:19][CH:18]=2)=[CH:13][CH:12]=1.[NH2:36][C:37]1C=CC(C2C=C3C(CN([C@@H](C(C)C)C(OC)=O)C3=O)=CC=2)=CC=1.C(C1C=C(N=C=S)C=CC=1)#N. (4) Given the product [OH:12][NH:11][C:5](=[NH:6])[C:4]1[CH:7]=[CH:8][N:9]=[C:2]([CH3:1])[CH:3]=1, predict the reactants needed to synthesize it. The reactants are: [CH3:1][C:2]1[CH:3]=[C:4]([CH:7]=[CH:8][N:9]=1)[C:5]#[N:6].Cl.[NH2:11][OH:12].C([O-])(O)=O.[Na+]. (5) Given the product [CH3:1][O:2][CH2:3][CH2:4][CH2:5][CH2:6][CH:7]([NH:21][C:22]1[CH:23]=[CH:24][C:25]([C:26]([O:28][CH3:29])=[O:27])=[CH:30][CH:31]=1)[C:9]1[O:10][C:11]2[CH:18]=[CH:17][C:16]([O:19][CH3:20])=[CH:15][C:12]=2[C:13]=1[CH3:14], predict the reactants needed to synthesize it. The reactants are: [CH3:1][O:2][CH2:3][CH2:4][CH2:5][CH2:6][C:7]([C:9]1[O:10][C:11]2[CH:18]=[CH:17][C:16]([O:19][CH3:20])=[CH:15][C:12]=2[C:13]=1[CH3:14])=O.[NH2:21][C:22]1[CH:31]=[CH:30][C:25]([C:26]([O:28][CH3:29])=[O:27])=[CH:24][CH:23]=1.C(=O)([O-])O.[Na+].C([BH3-])#N.[Na+]. (6) Given the product [CH2:1]([O:3][C:4]([C:6]1[O:7][C:8]2[CH:15]=[CH:14][CH:13]=[C:12]([N:16]([S:17]([CH2:20][CH3:21])(=[O:18])=[O:19])[CH3:23])[C:9]=2[C:10]=1[CH3:11])=[O:5])[CH3:2], predict the reactants needed to synthesize it. The reactants are: [CH2:1]([O:3][C:4]([C:6]1[O:7][C:8]2[CH:15]=[CH:14][CH:13]=[C:12]([NH:16][S:17]([CH2:20][CH3:21])(=[O:19])=[O:18])[C:9]=2[C:10]=1[CH3:11])=[O:5])[CH3:2].I[CH3:23]. (7) The reactants are: C(O[C@H]1C2C(=CC(OCCC)=CC=2)[C@@H](N)C1)C=C.[CH2:19]([O:22][C@H:23]1[C:31]2[C:26](=[CH:27][C:28]([Br:32])=[CH:29][CH:30]=2)[C@@H:25]([NH2:33])[CH2:24]1)[CH:20]=[CH2:21].[F:34][C:35]1[CH:36]=[C:37]([CH2:42][C@H:43]([NH:47][C:48](=[O:54])[O:49][C:50]([CH3:53])([CH3:52])[CH3:51])[C@H:44]2[CH2:46][O:45]2)[CH:38]=[C:39]([F:41])[CH:40]=1. Given the product [CH2:19]([O:22][C@H:23]1[C:31]2[C:26](=[CH:27][C:28]([Br:32])=[CH:29][CH:30]=2)[C@@H:25]([NH:33][CH2:46][C@@H:44]([OH:45])[C@@H:43]([NH:47][C:48](=[O:54])[O:49][C:50]([CH3:52])([CH3:51])[CH3:53])[CH2:42][C:37]2[CH:36]=[C:35]([F:34])[CH:40]=[C:39]([F:41])[CH:38]=2)[CH2:24]1)[CH:20]=[CH2:21], predict the reactants needed to synthesize it. (8) Given the product [Cl:7][C:4]1[S:3][C:2]([C:13]2[S:14][C:10]([CH:8]=[O:9])=[CH:11][CH:12]=2)=[CH:6][CH:5]=1, predict the reactants needed to synthesize it. The reactants are: Br[C:2]1[S:3][C:4]([Cl:7])=[CH:5][CH:6]=1.[CH:8]([C:10]1[S:14][C:13](B(O)O)=[CH:12][CH:11]=1)=[O:9].C([O-])([O-])=O.[Na+].[Na+]. (9) Given the product [CH2:1]([N:3]([CH2:11][C:12]1[CH:13]=[N:14][CH:15]=[C:16]([C:19]2[CH:20]=[C:21]3[C:25](=[CH:26][CH:27]=2)[N:24]([CH:28]2[CH2:33][CH2:32][CH2:31][CH2:30][O:29]2)[N:23]=[C:22]3[C:34]2[NH:35][C:36]([C:39]([N:41]3[CH2:91][CH2:90][CH:48]([CH2:47][C:46]4[N:56]=[CH:57][CH:58]=[CH:44][N:45]=4)[CH2:43][CH2:42]3)=[O:40])=[CH:37][N:38]=2)[C:17]=1[CH3:18])[C:4](=[O:10])[O:5][C:6]([CH3:9])([CH3:7])[CH3:8])[CH3:2], predict the reactants needed to synthesize it. The reactants are: [CH2:1]([N:3]([CH2:11][C:12]1[CH:13]=[N:14][CH:15]=[C:16]([C:19]2[CH:20]=[C:21]3[C:25](=[CH:26][CH:27]=2)[N:24]([CH:28]2[CH2:33][CH2:32][CH2:31][CH2:30][O:29]2)[N:23]=[C:22]3[C:34]2[NH:35][C:36]([C:39]([NH:41][CH2:42][C:43]3[CH:44]=[N:45][CH:46]=[CH:47][CH:48]=3)=[O:40])=[CH:37][N:38]=2)[C:17]=1[CH3:18])[C:4](=[O:10])[O:5][C:6]([CH3:9])([CH3:8])[CH3:7])[CH3:2].C(OC([N:56](CC1C(C)=C(C2C=C3C(=CC=2)N(C2CCCCO2)N=C3C2NC(C(O)=O)=CN=2)C=NC=1)[CH2:57][CH3:58])=O)(C)(C)C.[CH:90](N(C(C)C)CC)(C)[CH3:91].CN(C(ON1N=NC2C=CC=NC1=2)=[N+](C)C)C.F[P-](F)(F)(F)(F)F.